This data is from Reaction yield outcomes from USPTO patents with 853,638 reactions. The task is: Predict the reaction yield, written as a fraction of the theoretical maximum amount of product (1.0 means a 100% yield; for example, 0.34 means a 34% yield). (1) The reactants are [NH2:1][CH:2]([CH3:13])[C:3]([N:5]1[CH2:10][CH2:9][S:8](=[O:12])(=[O:11])[CH2:7][CH2:6]1)=O. The catalyst is C1COCC1. The product is [O:12]=[S:8]1(=[O:11])[CH2:9][CH2:10][N:5]([CH2:3][C@@H:2]([NH2:1])[CH3:13])[CH2:6][CH2:7]1. The yield is 0.900. (2) The reactants are [C:1]1([P:9]([C:43]2[CH:48]=[C:47]([CH3:49])[CH:46]=[C:45]([CH3:50])[CH:44]=2)([C:11]2[CH:42]=[CH:41][CH:40]=[CH:39][C:12]=2[C:13]([C:15]2[CH:20]=[CH:19][CH:18]=[CH:17][C:16]=2[P:21]([C:31]2[CH:36]=[C:35]([CH3:37])[CH:34]=[C:33]([CH3:38])[CH:32]=2)([C:23]2[CH:28]=[C:27]([CH3:29])[CH:26]=[C:25]([CH3:30])[CH:24]=2)=O)=[O:14])=O)[CH:6]=[C:5]([CH3:7])[CH:4]=[C:3]([CH3:8])[CH:2]=1.C(N(CC)CC)C.Cl[SiH](Cl)Cl.[OH-].[Na+]. The catalyst is C1(C)C=CC=CC=1. The product is [C:31]1([P:21]([C:23]2[CH:24]=[C:25]([CH3:30])[CH:26]=[C:27]([CH3:29])[CH:28]=2)[C:16]2[CH:17]=[CH:18][CH:19]=[CH:20][C:15]=2[C:13]([C:12]2[CH:39]=[CH:40][CH:41]=[CH:42][C:11]=2[P:9]([C:1]2[CH:2]=[C:3]([CH3:8])[CH:4]=[C:5]([CH3:7])[CH:6]=2)[C:43]2[CH:48]=[C:47]([CH3:49])[CH:46]=[C:45]([CH3:50])[CH:44]=2)=[O:14])[CH:36]=[C:35]([CH3:37])[CH:34]=[C:33]([CH3:38])[CH:32]=1. The yield is 0.200.